From a dataset of NCI-60 drug combinations with 297,098 pairs across 59 cell lines. Regression. Given two drug SMILES strings and cell line genomic features, predict the synergy score measuring deviation from expected non-interaction effect. (1) Drug 1: CC(CN1CC(=O)NC(=O)C1)N2CC(=O)NC(=O)C2. Drug 2: CCCCCOC(=O)NC1=NC(=O)N(C=C1F)C2C(C(C(O2)C)O)O. Cell line: NCI-H460. Synergy scores: CSS=40.2, Synergy_ZIP=1.32, Synergy_Bliss=2.59, Synergy_Loewe=2.65, Synergy_HSA=4.34. (2) Drug 1: C1=CC=C(C(=C1)C(C2=CC=C(C=C2)Cl)C(Cl)Cl)Cl. Drug 2: C1CN(P(=O)(OC1)NCCCl)CCCl. Cell line: EKVX. Synergy scores: CSS=-0.945, Synergy_ZIP=-0.288, Synergy_Bliss=-3.21, Synergy_Loewe=-4.41, Synergy_HSA=-4.10.